Dataset: Reaction yield outcomes from USPTO patents with 853,638 reactions. Task: Predict the reaction yield, written as a fraction of the theoretical maximum amount of product (1.0 means a 100% yield; for example, 0.34 means a 34% yield). (1) The reactants are [CH2:1]([N:8]1[C:16]2[C:11](=[CH:12][C:13]([C:17]3[CH:22]=[CH:21][C:20]([F:23])=[C:19]([Cl:24])[CH:18]=3)=[CH:14][CH:15]=2)[CH:10]=[CH:9]1)[C:2]1[CH:7]=[CH:6][CH:5]=[CH:4][CH:3]=1.C([Li])CCC.[C:30](=[O:32])=[O:31]. The catalyst is C1COCC1. The product is [CH2:1]([N:8]1[C:16]2[C:11](=[CH:12][C:13]([C:17]3[CH:22]=[CH:21][C:20]([F:23])=[C:19]([Cl:24])[CH:18]=3)=[CH:14][CH:15]=2)[C:10]([C:30]([OH:32])=[O:31])=[CH:9]1)[C:2]1[CH:3]=[CH:4][CH:5]=[CH:6][CH:7]=1. The yield is 0.320. (2) The reactants are [Cl:1][C:2]1[S:6][C:5]([CH2:7][N:8]2[C:12]3=[CH:13][N:14]=[CH:15][CH:16]=[C:11]3[C:10]([CH:17]3[CH2:22][CH2:21][NH:20][CH2:19][CH2:18]3)=[CH:9]2)=[CH:4][CH:3]=1.[CH2:23]([O:25][C:26](=[O:37])[C:27]1[CH:32]=[C:31]([CH2:33]Br)[CH:30]=[CH:29][C:28]=1[O:35][CH3:36])[CH3:24]. No catalyst specified. The product is [CH2:23]([O:25][C:26](=[O:37])[C:27]1[CH:32]=[C:31]([CH2:33][N:20]2[CH2:19][CH2:18][CH:17]([C:10]3[C:11]4[C:12](=[CH:13][N:14]=[CH:15][CH:16]=4)[N:8]([CH2:7][C:5]4[S:6][C:2]([Cl:1])=[CH:3][CH:4]=4)[CH:9]=3)[CH2:22][CH2:21]2)[CH:30]=[CH:29][C:28]=1[O:35][CH3:36])[CH3:24]. The yield is 0.430. (3) The reactants are [C:1]1([NH2:8])[CH:6]=[CH:5][CH:4]=[CH:3][C:2]=1[NH2:7].[Cl:9][CH2:10][CH2:11][C:12](O)=O. The catalyst is Cl. The product is [Cl:9][CH2:10][CH2:11][C:12]1[NH:8][C:1]2[CH:6]=[CH:5][CH:4]=[CH:3][C:2]=2[N:7]=1. The yield is 0.320. (4) The reactants are [Br:1][C:2]1[CH:9]=[C:6]([CH:7]=[O:8])[C:5]([OH:10])=[CH:4][CH:3]=1.[CH2:11](OC(=O)CBr)[CH3:12].[C:18]([O-:21])([O-])=[O:19].[K+].[K+].[CH3:24]N(C=O)C. No catalyst specified. The product is [C:18]([O:21][O:10][C:5]1[CH:4]=[CH:3][C:2]([Br:1])=[C:9]([CH2:11][CH3:12])[C:6]=1[CH:7]=[O:8])(=[O:19])[CH3:24]. The yield is 0.900. (5) The reactants are [C:1]([O:9][C:10]([CH3:13])([CH3:12])[CH3:11])(=[O:8])[CH2:2][C:3]([O:5][CH2:6][CH3:7])=[O:4].[H-].[Na+].[CH2:16]([O:23][C:24]1[CH:29]=[C:28](F)[CH:27]=[C:26]([F:31])[C:25]=1[N+:32]([O-:34])=[O:33])[C:17]1[CH:22]=[CH:21][CH:20]=[CH:19][CH:18]=1. The catalyst is CN(C=O)C. The product is [CH2:16]([O:23][C:24]1[C:25]([N+:32]([O-:34])=[O:33])=[C:26]([F:31])[CH:27]=[C:28]([CH:2]([C:3]([O:5][CH2:6][CH3:7])=[O:4])[C:1]([O:9][C:10]([CH3:12])([CH3:11])[CH3:13])=[O:8])[CH:29]=1)[C:17]1[CH:22]=[CH:21][CH:20]=[CH:19][CH:18]=1. The yield is 0.170. (6) The reactants are [Cl-].O[NH3+:3].[C:4](=[O:7])([O-])[OH:5].[Na+].CS(C)=O.[CH2:13]([C:17]1[N:18]=[C:19]([CH3:47])[N:20]([CH2:39][C:40]2[CH:44]=[C:43]([CH3:45])[N:42]([CH3:46])[N:41]=2)[C:21](=[O:38])[C:22]=1[CH2:23][C:24]1[CH:29]=[CH:28][C:27]([C:30]2[C:31]([C:36]#[N:37])=[CH:32][CH:33]=[CH:34][CH:35]=2)=[CH:26][CH:25]=1)[CH2:14][CH2:15][CH3:16]. The catalyst is C(OCC)(=O)C. The product is [CH2:13]([C:17]1[N:18]=[C:19]([CH3:47])[N:20]([CH2:39][C:40]2[CH:44]=[C:43]([CH3:45])[N:42]([CH3:46])[N:41]=2)[C:21](=[O:38])[C:22]=1[CH2:23][C:24]1[CH:25]=[CH:26][C:27]([C:30]2[CH:35]=[CH:34][CH:33]=[CH:32][C:31]=2[C:36]2[NH:3][C:4](=[O:7])[O:5][N:37]=2)=[CH:28][CH:29]=1)[CH2:14][CH2:15][CH3:16]. The yield is 0.270. (7) The product is [F:1][C:2]1[CH:7]=[CH:6][C:5]([CH2:8][C:9]2[CH:18]=[C:17]3[C:12]([C:13]([OH:26])=[C:14]([C:21]([NH:35][CH2:34][CH2:33][CH2:32][N:27]4[CH:31]=[CH:30][N:29]=[CH:28]4)=[O:23])[C:15](=[O:20])[N:16]3[CH3:19])=[N:11][CH:10]=2)=[CH:4][CH:3]=1. No catalyst specified. The reactants are [F:1][C:2]1[CH:7]=[CH:6][C:5]([CH2:8][C:9]2[CH:18]=[C:17]3[C:12]([C:13]([OH:26])=[C:14]([C:21]([O:23]CC)=O)[C:15](=[O:20])[N:16]3[CH3:19])=[N:11][CH:10]=2)=[CH:4][CH:3]=1.[N:27]1([CH2:32][CH2:33][CH2:34][NH2:35])[CH:31]=[CH:30][N:29]=[CH:28]1. The yield is 0.330. (8) The yield is 0.0940. The reactants are [C:1]([C:3]1[CH:4]=[C:5]2[C:9](=[CH:10][CH:11]=1)[N:8]([CH2:12][CH:13]1[CH2:18][CH2:17][N:16]([C:19]([C:21]3[CH:26]=[CH:25][CH:24]=[CH:23][CH:22]=3)=[O:20])[CH2:15][CH2:14]1)[CH:7]=[CH:6]2)#[CH:2].O=C1O[C@H]([C@H](CO)O)C([O-])=C1O.[Na+].[N-:40]=[N+:41]=[N-:42].[Na+].C(OCC)(=O)C. The product is [NH:40]1[CH:2]=[C:1]([C:3]2[CH:4]=[C:5]3[C:9](=[CH:10][CH:11]=2)[N:8]([CH2:12][CH:13]2[CH2:18][CH2:17][N:16]([C:19]([C:21]4[CH:22]=[CH:23][CH:24]=[CH:25][CH:26]=4)=[O:20])[CH2:15][CH2:14]2)[CH:7]=[CH:6]3)[N:42]=[N:41]1. The catalyst is ClCCl.CS(C)=O.O. (9) The reactants are COC(=O)C[C:5](=[O:34])[N:6]([CH2:9][C:10]1[CH:15]=[C:14]([C:16](=[O:22])[NH:17][O:18][CH2:19][CH2:20][OH:21])[C:13]([NH:23][C:24]2[CH:29]=[CH:28][C:27]([I:30])=[CH:26][C:25]=2[F:31])=[C:12]([F:32])[C:11]=1[F:33])[O:7][CH3:8].[CH3:36][O-:37].[Na+]. The catalyst is CO.[Cl-].[NH4+]. The product is [F:32][C:12]1[C:13]([NH:23][C:24]2[CH:29]=[CH:28][C:27]([I:30])=[CH:26][C:25]=2[F:31])=[C:14]([CH:15]=[C:10]([CH2:9][N:6]([C:5](=[O:34])[CH2:36][OH:37])[O:7][CH3:8])[C:11]=1[F:33])[C:16]([NH:17][O:18][CH2:19][CH2:20][OH:21])=[O:22]. The yield is 0.120.